Dataset: Catalyst prediction with 721,799 reactions and 888 catalyst types from USPTO. Task: Predict which catalyst facilitates the given reaction. (1) Reactant: [NH2:1][CH2:2][C@@H:3]([OH:5])[CH3:4].[C:6]([N:10]=[C:11]=[S:12])([CH3:9])([CH3:8])[CH3:7]. Product: [OH:5][C@@H:3]([CH3:4])[CH2:2][NH:1][C:11]([NH:10][C:6]([CH3:9])([CH3:8])[CH3:7])=[S:12]. The catalyst class is: 621. (2) Reactant: [CH3:1][C:2]1[NH:6][N:5]=[C:4]([NH:7][C:8]2[CH:13]=[C:12]([N:14]3[CH2:17][CH2:16][CH2:15]3)[N:11]=[C:10]([S:18][C:19]3[CH:24]=[CH:23][C:22]([NH:25]C(=O)OC(C)(C)C)=[CH:21][CH:20]=3)[N:9]=2)[CH:3]=1. Product: [NH2:25][C:22]1[CH:23]=[CH:24][C:19]([S:18][C:10]2[N:9]=[C:8]([NH:7][C:4]3[NH:5][N:6]=[C:2]([CH3:1])[CH:3]=3)[CH:13]=[C:12]([N:14]3[CH2:15][CH2:16][CH2:17]3)[N:11]=2)=[CH:20][CH:21]=1. The catalyst class is: 137. (3) Reactant: Br[C:2]1[CH:7]=[CH:6][C:5]([C:8]2[N:12]([CH2:13][C@@H:14]3[CH2:18][CH2:17][N:16]([C:19]([CH:21]4[CH2:23][CH2:22]4)=[O:20])[CH2:15]3)[C:11]([CH3:24])=[N:10][N:9]=2)=[CH:4][CH:3]=1.[Cl:25][C:26]1[CH:31]=[C:30]([Cl:32])[CH:29]=[CH:28][C:27]=1B(O)O. The catalyst class is: 104. Product: [CH:21]1([C:19]([N:16]2[CH2:17][CH2:18][C@@H:14]([CH2:13][N:12]3[C:11]([CH3:24])=[N:10][N:9]=[C:8]3[C:5]3[CH:6]=[CH:7][C:2]([C:29]4[CH:28]=[CH:27][C:26]([Cl:25])=[CH:31][C:30]=4[Cl:32])=[CH:3][CH:4]=3)[CH2:15]2)=[O:20])[CH2:23][CH2:22]1. (4) Reactant: [Cl:1][C:2]1[CH:7]=[C:6]([NH:8][CH2:9][C:10]2[S:11][C:12]([Cl:15])=[CH:13][CH:14]=2)[CH:5]=[CH:4][C:3]=1[NH:16][C:17](=[O:22])[C:18]([F:21])([F:20])[F:19].C=O.[C:25](O)(=O)C.C([BH3-])#N.[Na+]. The catalyst class is: 24. Product: [Cl:1][C:2]1[CH:7]=[C:6]([N:8]([CH2:9][C:10]2[S:11][C:12]([Cl:15])=[CH:13][CH:14]=2)[CH3:25])[CH:5]=[CH:4][C:3]=1[NH:16][C:17](=[O:22])[C:18]([F:19])([F:20])[F:21]. (5) Reactant: [F:1][C:2]1[CH:8]=[CH:7][C:5]([NH2:6])=[CH:4][C:3]=1[N+:9]([O-:11])=[O:10].O1CCOCC1.[Cl:18][C:19]1[CH:27]=[C:26]([F:28])[CH:25]=[CH:24][C:20]=1[C:21](Cl)=[O:22]. Product: [Cl:18][C:19]1[CH:27]=[C:26]([F:28])[CH:25]=[CH:24][C:20]=1[C:21]([NH:6][C:5]1[CH:7]=[CH:8][C:2]([F:1])=[C:3]([N+:9]([O-:11])=[O:10])[CH:4]=1)=[O:22]. The catalyst class is: 13. (6) The catalyst class is: 20. Reactant: C[O:2][C:3](=[O:32])[CH2:4][O:5][C:6]1[CH:11]=[C:10]([CH2:12][CH3:13])[C:9]([O:14][CH2:15][C:16]2[S:17][CH:18]=[C:19]([C:21]3[CH:26]=[CH:25][C:24]([C:27]([F:30])([F:29])[F:28])=[CH:23][CH:22]=3)[N:20]=2)=[CH:8][C:7]=1[CH3:31].[Li+].[OH-].Cl.CCOC(C)=O. Product: [CH2:12]([C:10]1[C:9]([O:14][CH2:15][C:16]2[S:17][CH:18]=[C:19]([C:21]3[CH:22]=[CH:23][C:24]([C:27]([F:28])([F:30])[F:29])=[CH:25][CH:26]=3)[N:20]=2)=[CH:8][C:7]([CH3:31])=[C:6]([CH:11]=1)[O:5][CH2:4][C:3]([OH:32])=[O:2])[CH3:13]. (7) Reactant: N1CCC(C(OC([C:12]2[CH:13]=[N:14][C:15]([N:18]([CH2:31][C:32]3[CH:37]=[C:36]([C:38]([F:41])([F:40])[F:39])[CH:35]=[C:34]([C:42]([F:45])([F:44])[F:43])[CH:33]=3)[CH2:19][C:20]3[CH:25]=[C:24]([C:26]([F:29])([F:28])[F:27])[CH:23]=[CH:22][C:21]=3[F:30])=[N:16][CH:17]=2)C)=O)CC1.[OH-].[Na+].Cl.[C:49]([O:52]CC)(=[O:51])[CH3:50]. Product: [F:45][C:42]([F:43])([F:44])[C:34]1[CH:33]=[C:32]([CH:37]=[C:36]([C:38]([F:41])([F:39])[F:40])[CH:35]=1)[CH2:31][N:18]([CH2:19][C:20]1[CH:25]=[C:24]([C:26]([F:28])([F:29])[F:27])[CH:23]=[CH:22][C:21]=1[F:30])[C:15]1[N:16]=[CH:17][C:12]([N:18]2[CH2:31][CH2:32][CH:50]([C:49]([OH:52])=[O:51])[CH2:20][CH2:19]2)=[CH:13][N:14]=1. The catalyst class is: 8.